This data is from Forward reaction prediction with 1.9M reactions from USPTO patents (1976-2016). The task is: Predict the product of the given reaction. Given the reactants [CH3:1][C:2]1[CH:10]=[CH:9][C:5]([C:6](O)=[O:7])=[CH:4][C:3]=1[N:11]1[C:20](=[O:21])[C:19]2[C:14](=[CH:15][CH:16]=[C:17]([N:22]3[CH2:27][CH2:26][N:25]([CH3:28])[CH2:24][CH2:23]3)[CH:18]=2)[N:13]=[CH:12]1.CN(C=O)C.S(Cl)(Cl)=O.[CH:38]1([NH2:41])[CH2:40][CH2:39]1, predict the reaction product. The product is: [CH:38]1([NH:41][C:6](=[O:7])[C:5]2[CH:9]=[CH:10][C:2]([CH3:1])=[C:3]([N:11]3[C:20](=[O:21])[C:19]4[C:14](=[CH:15][CH:16]=[C:17]([N:22]5[CH2:27][CH2:26][N:25]([CH3:28])[CH2:24][CH2:23]5)[CH:18]=4)[N:13]=[CH:12]3)[CH:4]=2)[CH2:40][CH2:39]1.